From a dataset of Full USPTO retrosynthesis dataset with 1.9M reactions from patents (1976-2016). Predict the reactants needed to synthesize the given product. (1) Given the product [Cl:1][C:2]1[CH:7]=[C:6]([OH:8])[CH:5]=[CH:4][C:3]=1[N:15]1[CH2:20][CH2:19][N:18]([C:21]([O:23][C:24]([CH3:27])([CH3:26])[CH3:25])=[O:22])[CH2:17][CH2:16]1, predict the reactants needed to synthesize it. The reactants are: [Cl:1][C:2]1[CH:7]=[C:6]([O:8]C2CCCCO2)[CH:5]=[CH:4][C:3]=1[N:15]1[CH2:20][CH2:19][N:18]([C:21]([O:23][C:24]([CH3:27])([CH3:26])[CH3:25])=[O:22])[CH2:17][CH2:16]1.C1(C)C=CC(S([O-])(=O)=O)=CC=1.[NH+]1C=CC=CC=1. (2) The reactants are: C([O:3][C:4]([C:6]1[CH:7]=[C:8]([NH:12][C:13]2[N:18]=[C:17]([C:19]3[C:20]([Cl:25])=[N:21][CH:22]=[CH:23][CH:24]=3)[CH:16]=[CH:15][N:14]=2)[CH:9]=[CH:10][CH:11]=1)=[O:5])C.[OH-].[Na+]. Given the product [C:4]([C:6]1[CH:7]=[C:8]([NH:12][C:13]2[N:18]=[C:17]([C:19]3[C:20]([Cl:25])=[N:21][CH:22]=[CH:23][CH:24]=3)[CH:16]=[CH:15][N:14]=2)[CH:9]=[CH:10][CH:11]=1)([OH:5])=[O:3], predict the reactants needed to synthesize it. (3) Given the product [CH2:18]([S:17][S:16][C:26]1[CH:27]=[CH:28][CH:29]=[C:30]([CH3:33])[C:31]=1[OH:32])[CH3:19], predict the reactants needed to synthesize it. The reactants are: C(SSCC)C.B(F)(F)F.CCOCC.[S:16]([C:26]1[C:31]([OH:32])=[C:30]([CH3:33])[CH:29]=[CH:28][CH:27]=1)[S:17][C:18]1C(O)=C(C)C=C[CH:19]=1. (4) The reactants are: [H-].[Na+].[CH:3]([OH:6])([CH3:5])[CH3:4].Cl[C:8]1[C:13]([Cl:14])=[CH:12][CH:11]=[CH:10][N:9]=1. Given the product [Cl:14][C:13]1[C:8]([O:6][CH:3]([CH3:5])[CH3:4])=[N:9][CH:10]=[CH:11][CH:12]=1, predict the reactants needed to synthesize it. (5) Given the product [CH3:23][O:22][C:19]1[CH:18]=[CH:17][C:16]([C:15]2[C:8]3[C:7]([O:4][CH2:3][CH2:2][CH2:1][OH:5])=[N:12][CH:11]=[N:10][C:9]=3[O:13][C:14]=2[C:24]2[CH:29]=[CH:28][CH:27]=[CH:26][CH:25]=2)=[CH:21][CH:20]=1, predict the reactants needed to synthesize it. The reactants are: [CH2:1]([OH:5])[CH2:2][CH2:3][OH:4].Cl[C:7]1[C:8]2[C:15]([C:16]3[CH:21]=[CH:20][C:19]([O:22][CH3:23])=[CH:18][CH:17]=3)=[C:14]([C:24]3[CH:29]=[CH:28][CH:27]=[CH:26][CH:25]=3)[O:13][C:9]=2[N:10]=[CH:11][N:12]=1.C(O)(=O)CC(CC(O)=O)(C(O)=O)O.